Dataset: TCR-epitope binding with 47,182 pairs between 192 epitopes and 23,139 TCRs. Task: Binary Classification. Given a T-cell receptor sequence (or CDR3 region) and an epitope sequence, predict whether binding occurs between them. The epitope is FLPRVFSAV. The TCR CDR3 sequence is CASSSSDRDTTYNEQFF. Result: 0 (the TCR does not bind to the epitope).